This data is from Peptide-MHC class II binding affinity with 134,281 pairs from IEDB. The task is: Regression. Given a peptide amino acid sequence and an MHC pseudo amino acid sequence, predict their binding affinity value. This is MHC class II binding data. (1) The peptide sequence is DVALSEQGEFKLLSE. The MHC is HLA-DQA10501-DQB10303 with pseudo-sequence HLA-DQA10501-DQB10303. The binding affinity (normalized) is 0. (2) The peptide sequence is QMSIQLINKAVNALI. The MHC is DRB1_0301 with pseudo-sequence DRB1_0301. The binding affinity (normalized) is 0.438.